This data is from Full USPTO retrosynthesis dataset with 1.9M reactions from patents (1976-2016). The task is: Predict the reactants needed to synthesize the given product. (1) Given the product [F:41][C:40]([F:43])([F:42])[C:38]([OH:44])=[O:39].[NH2:30][CH:28]1[CH2:29][N:26]([C:24]([NH:23][C:20]2[N:18]3[N:19]=[C:14]([N:10]4[CH2:11][CH2:12][CH2:13][C@@H:9]4[C:3]4[CH:4]=[C:5]([F:8])[CH:6]=[CH:7][C:2]=4[F:1])[CH:15]=[CH:16][C:17]3=[N:22][CH:21]=2)=[O:25])[CH2:27]1, predict the reactants needed to synthesize it. The reactants are: [F:1][C:2]1[CH:7]=[CH:6][C:5]([F:8])=[CH:4][C:3]=1[C@H:9]1[CH2:13][CH2:12][CH2:11][N:10]1[C:14]1[CH:15]=[CH:16][C:17]2[N:18]([C:20]([NH:23][C:24]([N:26]3[CH2:29][CH:28]([NH:30]C(=O)OC(C)(C)C)[CH2:27]3)=[O:25])=[CH:21][N:22]=2)[N:19]=1.[C:38]([OH:44])([C:40]([F:43])([F:42])[F:41])=[O:39]. (2) Given the product [C:17]([O:16][C:14]([N:13]([NH:12][C:9]1[S:10][CH:11]=[C:7]([C:1]2[CH:2]=[CH:3][CH:4]=[CH:5][CH:6]=2)[N:8]=1)[C:14](=[O:15])[O:16][C:17]([CH3:20])([CH3:19])[CH3:18])=[O:15])([CH3:20])([CH3:19])[CH3:18], predict the reactants needed to synthesize it. The reactants are: [C:1]1([C:7]2[N:8]=[C:9]([NH:12][NH2:13])[S:10][CH:11]=2)[CH:6]=[CH:5][CH:4]=[CH:3][CH:2]=1.[C:14](O[C:14]([O:16][C:17]([CH3:20])([CH3:19])[CH3:18])=[O:15])([O:16][C:17]([CH3:20])([CH3:19])[CH3:18])=[O:15].